This data is from Catalyst prediction with 721,799 reactions and 888 catalyst types from USPTO. The task is: Predict which catalyst facilitates the given reaction. (1) Reactant: [CH2:1]([N:8]1[C:12]2=[N:13][C:14]3[C:19]([C:20]([NH2:21])=[C:11]2[CH2:10][CH2:9]1)=[CH:18][C:17]([Br:22])=[CH:16][CH:15]=3)[C:2]1[CH:7]=[CH:6][CH:5]=[CH:4][CH:3]=1.C(N=P1(N(CC)CC)N(C)C=CN1C)(C)(C)C.[CH2:40](Br)[C:41]1[CH:46]=[CH:45][CH:44]=[CH:43][CH:42]=1.O. Product: [CH2:40]([NH:21][C:20]1[C:19]2[C:14](=[CH:15][CH:16]=[C:17]([Br:22])[CH:18]=2)[N:13]=[C:12]2[N:8]([CH2:1][C:2]3[CH:7]=[CH:6][CH:5]=[CH:4][CH:3]=3)[CH2:9][CH2:10][C:11]=12)[C:41]1[CH:46]=[CH:45][CH:44]=[CH:43][CH:42]=1. The catalyst class is: 42. (2) Reactant: FC1C=CC(C[O:7][C:8](=[O:40])[C:9]2[CH:14]=[CH:13][CH:12]=[C:11]([N:15]3[C:19]([CH3:20])=[CH:18][CH:17]=[C:16]3[C:21]3[CH:26]=[C:25]([C:27]([F:30])([F:29])[F:28])[CH:24]=[CH:23][C:22]=3[O:31][CH2:32][C:33]3[CH:38]=[CH:37][C:36]([F:39])=[CH:35][CH:34]=3)[N:10]=2)=CC=1.[OH-].[Na+].Cl. Product: [F:30][C:27]([F:28])([F:29])[C:25]1[CH:24]=[CH:23][C:22]([O:31][CH2:32][C:33]2[CH:34]=[CH:35][C:36]([F:39])=[CH:37][CH:38]=2)=[C:21]([C:16]2[N:15]([C:11]3[N:10]=[C:9]([C:8]([OH:40])=[O:7])[CH:14]=[CH:13][CH:12]=3)[C:19]([CH3:20])=[CH:18][CH:17]=2)[CH:26]=1. The catalyst class is: 511. (3) Reactant: [NH2:1][C:2]1[CH:3]=[C:4]([CH2:12][CH2:13][N:14]2[C:22](=[O:23])[C:21]3[C:16](=[CH:17][CH:18]=[CH:19][CH:20]=3)[C:15]2=[O:24])[CH:5]=[C:6]([C:8]([F:11])([F:10])[F:9])[CH:7]=1.[C:25](O[C:25]([O:27][C:28]([CH3:31])([CH3:30])[CH3:29])=[O:26])([O:27][C:28]([CH3:31])([CH3:30])[CH3:29])=[O:26]. Product: [O:24]=[C:15]1[C:16]2[C:21](=[CH:20][CH:19]=[CH:18][CH:17]=2)[C:22](=[O:23])[N:14]1[CH2:13][CH2:12][C:4]1[CH:3]=[C:2]([NH:1][C:25](=[O:26])[O:27][C:28]([CH3:31])([CH3:30])[CH3:29])[CH:7]=[C:6]([C:8]([F:9])([F:10])[F:11])[CH:5]=1. The catalyst class is: 112. (4) Product: [F:64][C:44]([F:43])([F:63])[CH2:45][N:46]1[CH2:47][CH2:48][N:49]([S:52]([C:55]2[CH:56]=[CH:57][C:58]([CH2:59][NH:60][C:10]([C:8]3[CH:7]=[CH:6][C:5]4[N:4]([CH:3]=[CH:2][N:1]=4)[CH:9]=3)=[O:12])=[CH:61][CH:62]=2)(=[O:54])=[O:53])[CH2:50][CH2:51]1. Reactant: [N:1]1[CH:2]=[CH:3][N:4]2[CH:9]=[C:8]([C:10]([OH:12])=O)[CH:7]=[CH:6][C:5]=12.CCN=C=NCCCN(C)C.C1C=CC2N(O)N=NC=2C=1.CCN(C(C)C)C(C)C.[F:43][C:44]([F:64])([F:63])[CH2:45][N:46]1[CH2:51][CH2:50][N:49]([S:52]([C:55]2[CH:62]=[CH:61][C:58]([CH2:59][NH2:60])=[CH:57][CH:56]=2)(=[O:54])=[O:53])[CH2:48][CH2:47]1. The catalyst class is: 3. (5) Reactant: [NH2:1][C:2]1[N:3]([CH3:24])[C:4](=[O:23])[C:5]2([C:15]3[C:10](=[CH:11][CH:12]=[C:13](Br)[CH:14]=3)[O:9][CH:8]([C:17]3[CH:22]=[CH:21][CH:20]=[CH:19][CH:18]=3)[CH2:7]2)[N:6]=1.[N:25]1[CH:30]=[CH:29][C:28](B(O)O)=[CH:27][CH:26]=1. Product: [NH2:1][C:2]1[N:3]([CH3:24])[C:4](=[O:23])[C:5]2([C:15]3[C:10](=[CH:11][CH:12]=[C:13]([C:28]4[CH:29]=[CH:30][N:25]=[CH:26][CH:27]=4)[CH:14]=3)[O:9][CH:8]([C:17]3[CH:22]=[CH:21][CH:20]=[CH:19][CH:18]=3)[CH2:7]2)[N:6]=1. The catalyst class is: 806. (6) Reactant: [C:1]([O:5][C@@H:6]([C:11]1[C:39]([CH3:40])=[CH:38][C:14]2[N:15]=[C:16]([C:18]3[CH:23]=[CH:22][N:21]=[C:20]([N:24]4[CH2:29][CH2:28][N:27](C(OC(C)(C)C)=O)[C@H:26]([CH3:37])[CH2:25]4)[N:19]=3)[S:17][C:13]=2[C:12]=1[C:41]1[CH:46]=[CH:45][C:44]([Cl:47])=[CH:43][CH:42]=1)[C:7]([O:9][CH3:10])=[O:8])([CH3:4])([CH3:3])[CH3:2].Cl. Product: [C:1]([O:5][C@@H:6]([C:11]1[C:39]([CH3:40])=[CH:38][C:14]2[N:15]=[C:16]([C:18]3[CH:23]=[CH:22][N:21]=[C:20]([N:24]4[CH2:29][CH2:28][NH:27][C@H:26]([CH3:37])[CH2:25]4)[N:19]=3)[S:17][C:13]=2[C:12]=1[C:41]1[CH:42]=[CH:43][C:44]([Cl:47])=[CH:45][CH:46]=1)[C:7]([O:9][CH3:10])=[O:8])([CH3:2])([CH3:3])[CH3:4]. The catalyst class is: 12. (7) Reactant: [Cl:1][C:2]1[S:6][C:5]([C:7]([NH:9][CH2:10][C:11]2[N:12]=[N:13][N:14]([C:16]3[CH:21]=[CH:20][C:19]([N:22]4[CH:27]=[CH:26][CH:25]=[CH:24][C:23]4=[O:28])=[CH:18][C:17]=3[N:29]3[CH2:34][CH2:33]S[CH2:31][CH2:30]3)[CH:15]=2)=[O:8])=[CH:4][CH:3]=1.O[O:36][S:37]([O-:39])=O.[K+]. Product: [Cl:1][C:2]1[S:6][C:5]([C:7]([NH:9][CH2:10][C:11]2[N:12]=[N:13][N:14]([C:16]3[CH:21]=[CH:20][C:19]([N:22]4[CH:27]=[CH:26][CH:25]=[CH:24][C:23]4=[O:28])=[CH:18][C:17]=3[N:29]3[CH2:34][CH2:33][S:37](=[O:39])(=[O:36])[CH2:31][CH2:30]3)[CH:15]=2)=[O:8])=[CH:4][CH:3]=1. The catalyst class is: 24.